Dataset: Reaction yield outcomes from USPTO patents with 853,638 reactions. Task: Predict the reaction yield, written as a fraction of the theoretical maximum amount of product (1.0 means a 100% yield; for example, 0.34 means a 34% yield). (1) The reactants are [CH2:1]([O:8][C:9]1[CH:14]=[CH:13][C:12]([F:15])=[CH:11][C:10]=1[Cl:16])[C:2]1[CH:7]=[CH:6][CH:5]=[CH:4][CH:3]=1.C([Li])CCC.CN(C)[CH:24]=[O:25]. The catalyst is O1CCCC1. The product is [CH2:1]([O:8][C:9]1[C:10]([Cl:16])=[C:11]([C:12]([F:15])=[CH:13][CH:14]=1)[CH:24]=[O:25])[C:2]1[CH:3]=[CH:4][CH:5]=[CH:6][CH:7]=1. The yield is 0.320. (2) The reactants are [CH2:1]([O:3][C:4](=[O:18])[C:5]1[CH:10]=[C:9]([CH3:11])[C:8]([N+:12]([O-:14])=[O:13])=[CH:7][C:6]=1[N+:15]([O-:17])=[O:16])[CH3:2].CO[CH:21]([N:24]([CH3:26])[CH3:25])OC. The catalyst is CN(C=O)C. The product is [CH2:1]([O:3][C:4](=[O:18])[C:5]1[CH:10]=[C:9]([CH:11]=[CH:21][N:24]([CH3:26])[CH3:25])[C:8]([N+:12]([O-:14])=[O:13])=[CH:7][C:6]=1[N+:15]([O-:17])=[O:16])[CH3:2]. The yield is 0.280. (3) The reactants are [Br:1][C:2]1[CH:3]=[C:4]2[C:9](=[C:10]([F:12])[CH:11]=1)[NH:8][C:7](=[O:13])[N:6]([CH2:14][CH3:15])[C:5]2=[O:16].C(=O)([O-])[O-].[K+].[K+].[CH2:23](I)[CH3:24]. The catalyst is CN(C=O)C. The product is [Br:1][C:2]1[CH:3]=[C:4]2[C:9](=[C:10]([F:12])[CH:11]=1)[N:8]([CH2:23][CH3:24])[C:7](=[O:13])[N:6]([CH2:14][CH3:15])[C:5]2=[O:16]. The yield is 0.760. (4) The reactants are CO[C:3]([C:5]1[CH:13]=[C:12]2[C:8]([CH:9]=[C:10]([C:21]3[C:22]4[S:35][C:34]([CH2:36][O:37][CH2:38][C:39]5[CH:44]=[CH:43][CH:42]=[CH:41][CH:40]=5)=[CH:33][C:23]=4[N:24](C(OC(C)(C)C)=O)[N:25]=3)[N:11]2C(OC(C)(C)C)=O)=[CH:7][CH:6]=1)=[O:4].[CH2:45]([Mg]Br)[CH3:46].O1CC[CH2:51][CH2:50]1. No catalyst specified. The product is [CH2:38]([O:37][CH2:36][C:34]1[S:35][C:22]2[C:21]([C:10]3[NH:11][C:12]4[C:8]([CH:9]=3)=[CH:7][CH:6]=[C:5]([C:3]([OH:4])([CH2:45][CH3:46])[CH2:50][CH3:51])[CH:13]=4)=[N:25][NH:24][C:23]=2[CH:33]=1)[C:39]1[CH:44]=[CH:43][CH:42]=[CH:41][CH:40]=1. The yield is 0.610. (5) The reactants are [F:1][C:2]1[C:3]([NH:12][C:13]2[CH:18]=[CH:17][C:16]([I:19])=[CH:15][C:14]=2[F:20])=[C:4]([CH:8]=[CH:9][C:10]=1[F:11])[C:5]([OH:7])=O.Cl.CN(C)CCCN=C=NCC.Cl.[OH:34][CH:35]([C:37]1([OH:41])[CH2:40][NH:39][CH2:38]1)[CH3:36].C(OCC)(=O)C. The catalyst is CN(C)C1C=CN=CC=1.CN(C=O)C. The product is [F:1][C:2]1[C:3]([NH:12][C:13]2[CH:18]=[CH:17][C:16]([I:19])=[CH:15][C:14]=2[F:20])=[C:4]([C:5]([N:39]2[CH2:40][C:37]([CH:35]([OH:34])[CH3:36])([OH:41])[CH2:38]2)=[O:7])[CH:8]=[CH:9][C:10]=1[F:11]. The yield is 0.650. (6) The reactants are C(=O)([O-])[O-].[K+].[K+].[CH3:7][O:8][CH2:9][CH2:10][N:11]1[CH:20]([C:21]#[C:22][Si](C)(C)C)[CH:19]([C:27]([NH:29][C:30]2[CH:35]=[CH:34][CH:33]=[C:32]([O:36][CH3:37])[CH:31]=2)=[O:28])[C:18]2[C:13](=[CH:14][CH:15]=[CH:16][CH:17]=2)[C:12]1=[O:38]. The catalyst is CO.C(#N)C.C(OCC)(=O)C. The product is [C:21]([CH:20]1[CH:19]([C:27]([NH:29][C:30]2[CH:35]=[CH:34][CH:33]=[C:32]([O:36][CH3:37])[CH:31]=2)=[O:28])[C:18]2[C:13](=[CH:14][CH:15]=[CH:16][CH:17]=2)[C:12](=[O:38])[N:11]1[CH2:10][CH2:9][O:8][CH3:7])#[CH:22]. The yield is 0.500. (7) The reactants are [Cl:1][C:2]1[CH:3]=[C:4]2[C:8](=[CH:9][CH:10]=1)[NH:7][CH:6]=[C:5]2[CH2:11][CH2:12][NH:13][C:14](=[O:22])[C:15]1[CH:20]=[CH:19][CH:18]=[CH:17][C:16]=1I.[F:23][C:24]1[CH:25]=[C:26](B(O)O)[CH:27]=[CH:28][CH:29]=1.C(=O)([O-])[O-].[Na+].[Na+]. The catalyst is C(COC)OC.O.C1C=CC([P]([Pd]([P](C2C=CC=CC=2)(C2C=CC=CC=2)C2C=CC=CC=2)([P](C2C=CC=CC=2)(C2C=CC=CC=2)C2C=CC=CC=2)[P](C2C=CC=CC=2)(C2C=CC=CC=2)C2C=CC=CC=2)(C2C=CC=CC=2)C2C=CC=CC=2)=CC=1. The product is [Cl:1][C:2]1[CH:3]=[C:4]2[C:8](=[CH:9][CH:10]=1)[NH:7][CH:6]=[C:5]2[CH2:11][CH2:12][NH:13][C:14]([C:15]1[C:16]([C:28]2[CH:27]=[CH:26][CH:25]=[C:24]([F:23])[CH:29]=2)=[CH:17][CH:18]=[CH:19][CH:20]=1)=[O:22]. The yield is 0.740.